Dataset: NCI-60 drug combinations with 297,098 pairs across 59 cell lines. Task: Regression. Given two drug SMILES strings and cell line genomic features, predict the synergy score measuring deviation from expected non-interaction effect. (1) Drug 1: C1=CC(=CC=C1C#N)C(C2=CC=C(C=C2)C#N)N3C=NC=N3. Drug 2: CN1C(=O)N2C=NC(=C2N=N1)C(=O)N. Cell line: NCI-H322M. Synergy scores: CSS=2.49, Synergy_ZIP=2.16, Synergy_Bliss=5.28, Synergy_Loewe=2.30, Synergy_HSA=0.555. (2) Drug 1: C1CN1P(=S)(N2CC2)N3CC3. Drug 2: CC(C)CN1C=NC2=C1C3=CC=CC=C3N=C2N. Cell line: HCC-2998. Synergy scores: CSS=16.6, Synergy_ZIP=-8.04, Synergy_Bliss=-3.98, Synergy_Loewe=-7.39, Synergy_HSA=-7.18.